Dataset: Forward reaction prediction with 1.9M reactions from USPTO patents (1976-2016). Task: Predict the product of the given reaction. Given the reactants [Cl:1][C:2]1[C:3]([CH2:18][NH:19][C:20]([C@@H:22]2[CH2:26][C@@H:25]([F:27])[CH2:24][N:23]2C(OC(C)(C)C)=O)=[O:21])=[CH:4][C:5]([C:8]2[CH:9]=[N:10][C:11]([C:14]([F:17])([F:16])[F:15])=[N:12][CH:13]=2)=[N:6][CH:7]=1.Cl, predict the reaction product. The product is: [ClH:1].[Cl:1][C:2]1[C:3]([CH2:18][NH:19][C:20]([C@@H:22]2[CH2:26][C@@H:25]([F:27])[CH2:24][NH:23]2)=[O:21])=[CH:4][C:5]([C:8]2[CH:9]=[N:10][C:11]([C:14]([F:17])([F:16])[F:15])=[N:12][CH:13]=2)=[N:6][CH:7]=1.